Dataset: Forward reaction prediction with 1.9M reactions from USPTO patents (1976-2016). Task: Predict the product of the given reaction. (1) Given the reactants [Cl:1][C:2]1[N:11]=[C:10](Cl)[C:9]([F:13])=[CH:8][C:3]=1[C:4]([O:6][CH3:7])=[O:5].[CH3:14][NH:15][CH3:16], predict the reaction product. The product is: [Cl:1][C:2]1[N:11]=[C:10]([N:15]([CH3:16])[CH3:14])[C:9]([F:13])=[CH:8][C:3]=1[C:4]([O:6][CH3:7])=[O:5]. (2) Given the reactants [F:1][C:2]1[CH:3]=[CH:4][C:5]([O:18][CH3:19])=[C:6]([CH:8]([OH:17])[C:9]#[C:10][C:11]2[CH:16]=[CH:15][CH:14]=[CH:13][CH:12]=2)[CH:7]=1.COC1C=C([F:30])C(F)=CC=1C=O, predict the reaction product. The product is: [C:11]1([C:10]#[C:9][CH:8]([C:6]2[CH:7]=[C:2]([F:1])[C:3]([F:30])=[CH:4][C:5]=2[O:18][CH3:19])[OH:17])[CH:12]=[CH:13][CH:14]=[CH:15][CH:16]=1. (3) The product is: [CH:14]1([C:12]([C:6]2[CH:7]=[N:8][C:9]3[C:4]([C:5]=2[NH:17][CH:18]2[CH:19]4[CH2:20][C:21]5([NH:28][C:29](=[O:35])[O:30][C:31]([CH3:33])([CH3:32])[CH3:34])[CH2:22][CH:23]([CH2:24][CH:25]2[CH2:26]5)[CH2:27]4)=[CH:3][C:2]([C:41]2[CH:40]=[C:39]([O:52][CH3:53])[C:38]([OH:54])=[C:37]([Cl:36])[CH:42]=2)=[CH:11][CH:10]=3)=[O:13])[CH2:16][CH2:15]1. Given the reactants Br[C:2]1[CH:3]=[C:4]2[C:9](=[CH:10][CH:11]=1)[N:8]=[CH:7][C:6]([C:12]([CH:14]1[CH2:16][CH2:15]1)=[O:13])=[C:5]2[NH:17][CH:18]1[CH:25]2[CH2:26][C:21]3([NH:28][C:29](=[O:35])[O:30][C:31]([CH3:34])([CH3:33])[CH3:32])[CH2:22][CH:23]([CH2:27][CH:19]1[CH2:20]3)[CH2:24]2.[Cl:36][C:37]1[CH:42]=[C:41](B2OC(C)(C)C(C)(C)O2)[CH:40]=[C:39]([O:52][CH3:53])[C:38]=1[OH:54], predict the reaction product. (4) The product is: [CH3:1][O:2][C:3]([C:4]1[N:21]=[C:20]([CH:17]2[CH2:19][CH2:18]2)[S:22][C:5]=1[C:6]1[CH:11]=[CH:10][C:9]([C:12]#[N:13])=[CH:8][CH:7]=1)=[O:16]. Given the reactants [CH3:1][O:2][C:3](=[O:16])[C:4](=O)[CH:5](Cl)[C:6]1[CH:11]=[CH:10][C:9]([C:12]#[N:13])=[CH:8][CH:7]=1.[CH:17]1([C:20](=[S:22])[NH2:21])[CH2:19][CH2:18]1, predict the reaction product. (5) Given the reactants [C:1]([C:4]1[CH:11]=[CH:10][C:7]([CH:8]=[O:9])=[CH:6][CH:5]=1)([OH:3])=O.CN(C)C=O.S(Cl)(Cl)=O.[CH2:21]([NH:23][CH2:24][CH3:25])[CH3:22], predict the reaction product. The product is: [CH:8]([C:7]1[CH:10]=[CH:11][C:4]([C:1]([N:23]([CH2:24][CH3:25])[CH2:21][CH3:22])=[O:3])=[CH:5][CH:6]=1)=[O:9]. (6) Given the reactants [Cl:1][C:2]1[N:6]2[CH:7]=[C:8]([C:15]3[CH:19]=[CH:18][O:17][CH:16]=3)[CH:9]=[C:10]([C:11]([F:14])([F:13])[F:12])[C:5]2=[N:4][C:3]=1[C:20](O)=[O:21].[NH:23]1[CH2:28][CH2:27][CH:26]([N:29]2[C:33](=[O:34])[CH2:32][O:31][C:30]2=[O:35])[CH2:25][CH2:24]1.OC1C2N=NNC=2C=CC=1, predict the reaction product. The product is: [Cl:1][C:2]1[N:6]2[CH:7]=[C:8]([C:15]3[CH:19]=[CH:18][O:17][CH:16]=3)[CH:9]=[C:10]([C:11]([F:12])([F:13])[F:14])[C:5]2=[N:4][C:3]=1[C:20]([N:23]1[CH2:24][CH2:25][CH:26]([N:29]2[C:33](=[O:34])[CH2:32][O:31][C:30]2=[O:35])[CH2:27][CH2:28]1)=[O:21]. (7) Given the reactants [C:1]([O:5][C:6]([C@@H:8]([CH2:30][C:31]1[CH:36]=[CH:35][CH:34]=[CH:33][CH:32]=1)[C:9]([N:11]1[C:19]2[CH:18]=[C:17]([C:20]3[CH:25]=[CH:24][N:23]=[CH:22][CH:21]=3)[CH:16]=[C:15]([C:26]([O:28]C)=O)[C:14]=2[CH2:13][CH2:12]1)=[O:10])=[O:7])([CH3:4])([CH3:3])[CH3:2].[NH2:37][NH2:38], predict the reaction product. The product is: [C:1]([O:5][C:6]([C@@H:8]([CH2:30][C:31]1[CH:32]=[CH:33][CH:34]=[CH:35][CH:36]=1)[C:9]([N:11]1[C:19]2[CH:18]=[C:17]([C:20]3[CH:25]=[CH:24][N:23]=[CH:22][CH:21]=3)[CH:16]=[C:15]([C:26]([NH:37][NH2:38])=[O:28])[C:14]=2[CH2:13][CH2:12]1)=[O:10])=[O:7])([CH3:3])([CH3:2])[CH3:4]. (8) Given the reactants [F:1][C:2]1[CH:24]=[CH:23][C:5]2[C:6]([CH2:9][O:10][C:11]3[CH:19]=[CH:18][CH:17]=[C:16]4[C:12]=3[CH:13]=[C:14]([C:20]([OH:22])=O)[NH:15]4)=[CH:7][O:8][C:4]=2[CH:3]=1.Cl.Cl.Cl.[NH2:28][CH:29]1[CH2:34][CH2:33][N:32]([CH2:35][C@@H:36]([N:38]2[CH2:43][CH2:42][C@H:41]([OH:44])[C@@H:40]([CH3:45])[CH2:39]2)[CH3:37])[CH2:31][CH2:30]1, predict the reaction product. The product is: [OH:44][C@H:41]1[CH2:42][CH2:43][N:38]([C@@H:36]([CH3:37])[CH2:35][N:32]2[CH2:31][CH2:30][CH:29]([NH:28][C:20]([C:14]3[NH:15][C:16]4[C:12]([CH:13]=3)=[C:11]([O:10][CH2:9][C:6]3[C:5]5[CH:23]=[CH:24][C:2]([F:1])=[CH:3][C:4]=5[O:8][CH:7]=3)[CH:19]=[CH:18][CH:17]=4)=[O:22])[CH2:34][CH2:33]2)[CH2:39][C@@H:40]1[CH3:45]. (9) Given the reactants [Cl:1][C:2]1[CH:7]=[C:6]([C:8]#[C:9][C:10]2[N:11]=[C:12]([CH3:15])[NH:13][CH:14]=2)[CH:5]=[CH:4][N:3]=1.Br.Br[CH2:18][C:19]1[CH:24]=[CH:23][CH:22]=[CH:21][N:20]=1, predict the reaction product. The product is: [N:20]1[CH:21]=[CH:22][CH:23]=[CH:24][C:19]=1[CH2:18][N:13]1[CH:14]=[C:10]([C:9]#[C:8][C:6]2[CH:5]=[CH:4][N:3]=[C:2]([Cl:1])[CH:7]=2)[N:11]=[C:12]1[CH3:15]. (10) Given the reactants [CH3:1][C:2]1[O:10][C:9]2[CH:8]=[CH:7][N:6]=[CH:5][C:4]=2[CH:3]=1.C([N-]C(C)C)(C)C.[Li+].[F:19][C:20]([F:37])([F:36])[C:21](=[O:35])[CH2:22][C:23]([C:26]1[CH:31]=[C:30]([F:32])[CH:29]=[CH:28][C:27]=1[O:33][CH3:34])([CH3:25])[CH3:24], predict the reaction product. The product is: [F:37][C:20]([F:19])([F:36])[C:21]([CH2:1][C:2]1[O:10][C:9]2[CH:8]=[CH:7][N:6]=[CH:5][C:4]=2[CH:3]=1)([OH:35])[CH2:22][C:23]([C:26]1[CH:31]=[C:30]([F:32])[CH:29]=[CH:28][C:27]=1[O:33][CH3:34])([CH3:25])[CH3:24].